From a dataset of Catalyst prediction with 721,799 reactions and 888 catalyst types from USPTO. Predict which catalyst facilitates the given reaction. (1) Reactant: [C:1]([C@H:5]1[CH2:10][CH2:9][C@H:8]([O:11][C:12]2[C:13](C(F)(F)F)=[C:14]3[C:19](=[CH:20][CH:21]=2)[CH:18]=[C:17]([CH2:22][N:23]2[CH2:26][CH:25]([C:27]([O:29][CH3:30])=[O:28])[CH2:24]2)[CH:16]=[CH:15]3)[CH2:7][CH2:6]1)([CH3:4])([CH3:3])[CH3:2].C1C(=O)N([Cl:42])C(=O)C1.C(O)(C(F)(F)F)=O.C([O-])([O-])=O.[Na+].[Na+]. Product: [C:1]([C@H:5]1[CH2:10][CH2:9][C@H:8]([O:11][C:12]2[C:13]([Cl:42])=[C:14]3[C:19](=[CH:20][CH:21]=2)[CH:18]=[C:17]([CH2:22][N:23]2[CH2:26][CH:25]([C:27]([O:29][CH3:30])=[O:28])[CH2:24]2)[CH:16]=[CH:15]3)[CH2:7][CH2:6]1)([CH3:4])([CH3:3])[CH3:2]. The catalyst class is: 23. (2) The catalyst class is: 33. Product: [Cl:1][C:2]1[CH:3]=[C:4]([N:9]2[C:14]([C:15]3[CH:20]=[CH:19][CH:18]=[CH:17][CH:16]=3)=[CH:13][NH:12][C:10]2=[O:11])[CH:5]=[CH:6][C:7]=1[Cl:8]. Reactant: [Cl:1][C:2]1[CH:3]=[C:4]([NH:9][C:10]([NH:12][CH2:13][C:14](=O)[C:15]2[CH:20]=[CH:19][CH:18]=[CH:17][CH:16]=2)=[O:11])[CH:5]=[CH:6][C:7]=1[Cl:8]. (3) Reactant: [N+](=[CH:3][C:4]([O:6][CH2:7][C:8]1[CH:13]=[CH:12][CH:11]=[CH:10][CH:9]=1)=[O:5])=[N-].[C:14]([SiH:18]([C:20]([CH3:23])([CH3:22])[CH3:21])Cl)([CH3:17])([CH3:16])[CH3:15].C(N(CC)CC)C.O.C([O-])(O)=[O:33].[Na+]. Product: [C:14]([Si:18]([C:20]([CH3:23])([CH3:22])[CH3:21])([OH:33])[CH2:3][C:4]([O:6][CH2:7][C:8]1[CH:13]=[CH:12][CH:11]=[CH:10][CH:9]=1)=[O:5])([CH3:17])([CH3:16])[CH3:15]. The catalyst class is: 4. (4) Reactant: [Li+].[OH-].[F:3][C:4]1[CH:5]=[C:6]([N:33]2[CH:38]=[CH:37][CH:36]=[C:35]([C:39]([O:41]C)=[O:40])[C:34]2=[O:43])[CH:7]=[CH:8][C:9]=1[O:10][C:11]1[C:20]2[C:15](=[CH:16][C:17]([O:23][CH2:24][CH2:25][CH2:26][N:27]3[CH2:32][CH2:31][O:30][CH2:29][CH2:28]3)=[C:18]([O:21][CH3:22])[CH:19]=2)[N:14]=[CH:13][CH:12]=1.Cl. Product: [F:3][C:4]1[CH:5]=[C:6]([N:33]2[CH:38]=[CH:37][CH:36]=[C:35]([C:39]([OH:41])=[O:40])[C:34]2=[O:43])[CH:7]=[CH:8][C:9]=1[O:10][C:11]1[C:20]2[C:15](=[CH:16][C:17]([O:23][CH2:24][CH2:25][CH2:26][N:27]3[CH2:32][CH2:31][O:30][CH2:29][CH2:28]3)=[C:18]([O:21][CH3:22])[CH:19]=2)[N:14]=[CH:13][CH:12]=1. The catalyst class is: 36. (5) Reactant: [NH2:1][C:2]1[CH:7]=[CH:6][N:5]=[CH:4][CH:3]=1.C(N(CC)CC)C.[C:15](Cl)(=[O:20])[C:16]([CH3:19])([CH3:18])[CH3:17]. Product: [CH3:17][C:16]([CH3:19])([CH3:18])[C:15]([NH:1][C:2]1[CH:7]=[CH:6][N:5]=[CH:4][CH:3]=1)=[O:20]. The catalyst class is: 2. (6) Reactant: [F:1][C:2]1[CH:7]=[CH:6][CH:5]=[C:4]([F:8])[C:3]=1[N:9]1[N:13]=[C:12]([NH2:14])[CH:11]=[N:10]1.[F:15][C:16]([F:27])([F:26])[C:17]1[CH:25]=[CH:24][CH:23]=[CH:22][C:18]=1[C:19](Cl)=[O:20].C(N(CC)CC)C. Product: [F:8][C:4]1[CH:5]=[CH:6][CH:7]=[C:2]([F:1])[C:3]=1[N:9]1[N:13]=[C:12]([NH:14][C:19](=[O:20])[C:18]2[CH:22]=[CH:23][CH:24]=[CH:25][C:17]=2[C:16]([F:15])([F:26])[F:27])[CH:11]=[N:10]1. The catalyst class is: 4.